Dataset: Forward reaction prediction with 1.9M reactions from USPTO patents (1976-2016). Task: Predict the product of the given reaction. (1) Given the reactants [CH3:1][N:2]1[C:7](=[O:8])[CH:6]=[C:5]([C:9]2[CH:14]=[CH:13][N:12]=[CH:11][N:10]=2)[N:4]=[C:3]1[O:15][CH:16]1[CH2:21][CH2:20][N:19]([C:22]2[CH:41]=[CH:40][C:25]([CH2:26][N:27]3[CH2:32][CH2:31][N:30](C(OC(C)(C)C)=O)[CH2:29][CH2:28]3)=[CH:24][CH:23]=2)[CH2:18][CH2:17]1.FC(F)(F)C(O)=O, predict the reaction product. The product is: [CH3:1][N:2]1[C:7](=[O:8])[CH:6]=[C:5]([C:9]2[CH:14]=[CH:13][N:12]=[CH:11][N:10]=2)[N:4]=[C:3]1[O:15][CH:16]1[CH2:21][CH2:20][N:19]([C:22]2[CH:23]=[CH:24][C:25]([CH2:26][N:27]3[CH2:32][CH2:31][NH:30][CH2:29][CH2:28]3)=[CH:40][CH:41]=2)[CH2:18][CH2:17]1. (2) Given the reactants [CH3:1][S:2][C:3]1[CH:8]=[CH:7][CH:6]=[CH:5][C:4]=1[OH:9].N1C=CC=CC=1.[F:16][C:17]([F:30])([F:29])[S:18](O[S:18]([C:17]([F:30])([F:29])[F:16])(=[O:20])=[O:19])(=[O:20])=[O:19], predict the reaction product. The product is: [F:16][C:17]([F:30])([F:29])[S:18]([O:9][C:4]1[CH:5]=[CH:6][CH:7]=[CH:8][C:3]=1[S:2][CH3:1])(=[O:20])=[O:19]. (3) Given the reactants [OH:1][CH2:2][C@H:3]1[CH2:7][CH2:6][C@@H:5]([NH:8][C:9](=[O:15])[O:10][C:11]([CH3:14])([CH3:13])[CH3:12])[CH2:4]1.C(N(CC)CC)C.[CH3:23][C:24]1[CH:29]=[CH:28][C:27]([S:30](Cl)(=[O:32])=[O:31])=[CH:26][CH:25]=1.C([O-])(O)=O.[Na+], predict the reaction product. The product is: [CH3:23][C:24]1[CH:29]=[CH:28][C:27]([S:30]([O:1][CH2:2][C@H:3]2[CH2:7][CH2:6][C@@H:5]([NH:8][C:9]([O:10][C:11]([CH3:12])([CH3:14])[CH3:13])=[O:15])[CH2:4]2)(=[O:32])=[O:31])=[CH:26][CH:25]=1. (4) Given the reactants [F:1][C:2]1[C:3]([NH:14][NH2:15])=[N:4][CH:5]=[C:6]([C:8]2SN=C(C)[CH:9]=2)[CH:7]=1.FC1[C:18]([NH:29][NH2:30])=NC=C(C2ON=C(C)C=2)C=1.F[C:32]1C(NN)=NC=C(C2ON=C(C(F)(F)F)C=2)C=1, predict the reaction product. The product is: [F:1][C:2]1[C:3]([NH:14][NH2:15])=[N:4][CH:5]=[C:6]([C:8]2[CH:9]=[N:30][N:29]([CH3:32])[CH:18]=2)[CH:7]=1. (5) Given the reactants Cl.[F:2][C:3]1[CH:26]=[C:25]([F:27])[CH:24]=[CH:23][C:4]=1[CH2:5][N:6]1[C:14]2[CH2:13][CH2:12][NH:11][CH2:10][C:9]=2[C:8]([C:15]2[CH:16]=[C:17]([CH:20]=[CH:21][CH:22]=2)[C:18]#[N:19])=[N:7]1.[C:28]([O:32][CH2:33][C:34](O)=[O:35])([CH3:31])([CH3:30])[CH3:29].C(N(CC)C(C)C)(C)C.[B-](F)(F)(F)F.CCOC(C(C#N)=NOC(N(C)C)=[N+](C)C)=O, predict the reaction product. The product is: [C:28]([O:32][CH2:33][C:34]([N:11]1[CH2:12][CH2:13][C:14]2[N:6]([CH2:5][C:4]3[CH:23]=[CH:24][C:25]([F:27])=[CH:26][C:3]=3[F:2])[N:7]=[C:8]([C:15]3[CH:16]=[C:17]([CH:20]=[CH:21][CH:22]=3)[C:18]#[N:19])[C:9]=2[CH2:10]1)=[O:35])([CH3:31])([CH3:30])[CH3:29]. (6) Given the reactants [CH3:1][O:2][C:3]1[CH:4]=[C:5]2[O:9][C:8]([C:10]3[N:11]=[C:12]4[CH:17]=[CH:16][C:15]([CH3:18])=[N:14][N:13]4[CH:19]=3)=[CH:7][C:6]2=[C:20]([OH:22])[CH:21]=1.Br[CH2:24][C:25]1[N:26]=[C:27]([C:30]2[CH:35]=[CH:34][CH:33]=[CH:32][CH:31]=2)[S:28][CH:29]=1.C(=O)([O-])[O-].[K+].[K+], predict the reaction product. The product is: [CH3:1][O:2][C:3]1[CH:21]=[C:20]([O:22][CH2:24][C:25]2[N:26]=[C:27]([C:30]3[CH:31]=[CH:32][CH:33]=[CH:34][CH:35]=3)[S:28][CH:29]=2)[C:6]2[CH:7]=[C:8]([C:10]3[N:11]=[C:12]4[CH:17]=[CH:16][C:15]([CH3:18])=[N:14][N:13]4[CH:19]=3)[O:9][C:5]=2[CH:4]=1.